Dataset: Forward reaction prediction with 1.9M reactions from USPTO patents (1976-2016). Task: Predict the product of the given reaction. (1) Given the reactants Br[C:2]1[CH:3]=[C:4]([CH:9]=[CH:10][CH:11]=1)[C:5]([O:7][CH3:8])=[O:6].[NH2:12][C:13]1[CH:18]=[CH:17][CH:16]=[CH:15][CH:14]=1.C(=O)([O-])[O-].[Cs+].[Cs+].C1(P(C2C=CC=CC=2)C2C=CC3C(=CC=CC=3)C=2C2C3C(=CC=CC=3)C=CC=2P(C2C=CC=CC=2)C2C=CC=CC=2)C=CC=CC=1, predict the reaction product. The product is: [NH:12]([C:2]1[CH:3]=[C:4]([CH:9]=[CH:10][CH:11]=1)[C:5]([O:7][CH3:8])=[O:6])[C:13]1[CH:18]=[CH:17][CH:16]=[CH:15][CH:14]=1. (2) Given the reactants [Cl:1][C:2]1[CH:7]=[CH:6][C:5]([C@@H:8]2[CH2:17][CH2:16][CH2:15][C@H:14]3[N:9]2[C:10](=[O:19])[CH:11](I)[CH2:12][CH2:13]3)=[CH:4][CH:3]=1.[P:20]([O:27]CC)([O:24][CH2:25][CH3:26])[O:21][CH2:22][CH3:23], predict the reaction product. The product is: [CH2:22]([O:21][P:20]([CH:11]1[C:10](=[O:19])[N:9]2[C@H:14]([CH2:15][CH2:16][CH2:17][C@H:8]2[C:5]2[CH:6]=[CH:7][C:2]([Cl:1])=[CH:3][CH:4]=2)[CH2:13][CH2:12]1)(=[O:27])[O:24][CH2:25][CH3:26])[CH3:23]. (3) Given the reactants [C:1]([C:9]1[CH:31]=[CH:30][C:12]([O:13][CH2:14][C:15]#[C:16][C:17]2[CH:22]=[CH:21][C:20]([CH2:23][C@H:24]([O:28][CH3:29])[C:25]([OH:27])=[O:26])=[CH:19][CH:18]=2)=[CH:11][CH:10]=1)(=O)[C:2]1[CH:7]=[CH:6][CH:5]=[CH:4][CH:3]=1.[NH2:32][OH:33], predict the reaction product. The product is: [OH:33][N:32]=[C:1]([C:2]1[CH:7]=[CH:6][CH:5]=[CH:4][CH:3]=1)[C:9]1[CH:31]=[CH:30][C:12]([O:13][CH2:14][C:15]#[C:16][C:17]2[CH:22]=[CH:21][C:20]([CH2:23][C@H:24]([O:28][CH3:29])[C:25]([OH:27])=[O:26])=[CH:19][CH:18]=2)=[CH:11][CH:10]=1.